From a dataset of Peptide-MHC class I binding affinity with 185,985 pairs from IEDB/IMGT. Regression. Given a peptide amino acid sequence and an MHC pseudo amino acid sequence, predict their binding affinity value. This is MHC class I binding data. (1) The peptide sequence is VLRGRHDAA. The MHC is HLA-A02:12 with pseudo-sequence HLA-A02:12. The binding affinity (normalized) is 0.132. (2) The peptide sequence is TSVSAKQLR. The MHC is HLA-A11:01 with pseudo-sequence HLA-A11:01. The binding affinity (normalized) is 0.266.